From a dataset of Reaction yield outcomes from USPTO patents with 853,638 reactions. Predict the reaction yield, written as a fraction of the theoretical maximum amount of product (1.0 means a 100% yield; for example, 0.34 means a 34% yield). The reactants are [C:1]([OH:13])(=[O:12])[CH2:2][CH2:3][CH2:4][CH2:5][CH2:6][CH2:7][CH2:8][C:9]([OH:11])=[O:10].[CH2:14](O)[C:15]1[CH:20]=[CH:19][CH:18]=[CH:17][CH:16]=1. The catalyst is C1(C)C=CC=CC=1.C1(C)C=CC(S(O)(=O)=O)=CC=1. The product is [C:1]([O:13][CH2:14][C:15]1[CH:20]=[CH:19][CH:18]=[CH:17][CH:16]=1)(=[O:12])[CH2:2][CH2:3][CH2:4][CH2:5][CH2:6][CH2:7][CH2:8][C:9]([OH:11])=[O:10]. The yield is 0.470.